This data is from Forward reaction prediction with 1.9M reactions from USPTO patents (1976-2016). The task is: Predict the product of the given reaction. (1) Given the reactants [CH3:1][C:2]1[C:7]([CH3:8])=[CH:6][CH:5]=[CH:4][C:3]=1[N:9]1[CH2:14][CH2:13][N:12]([CH2:15][CH2:16][NH2:17])[CH2:11][CH2:10]1.[C:18]([N:22]1[C:26]([CH2:27][CH:28]([CH3:30])[CH3:29])=[CH:25][C:24]([CH:31]=O)=[N:23]1)([CH3:21])([CH3:20])[CH3:19], predict the reaction product. The product is: [C:18]([N:22]1[C:26]([CH2:27][CH:28]([CH3:29])[CH3:30])=[CH:25][C:24]([CH2:31][NH:17][CH2:16][CH2:15][N:12]2[CH2:11][CH2:10][N:9]([C:3]3[CH:4]=[CH:5][CH:6]=[C:7]([CH3:8])[C:2]=3[CH3:1])[CH2:14][CH2:13]2)=[N:23]1)([CH3:21])([CH3:20])[CH3:19]. (2) The product is: [C:1]([C:3]1[CH:30]=[CH:29][C:6]2[C:7]([C:31]3[CH:36]=[CH:35][CH:34]=[CH:33][CH:32]=3)=[C:8]([C:10]3[CH:15]=[CH:14][C:13]([C:16]4([NH:20][C:21](=[O:27])[O:22][C:23]([CH3:26])([CH3:25])[CH3:24])[CH2:19][CH2:18][CH2:17]4)=[CH:12][CH:11]=3)[O:9][C:5]=2[CH:4]=1)#[N:2]. Given the reactants [C:1]([C:3]1[CH:30]=[CH:29][C:6]2[C:7](I)=[C:8]([C:10]3[CH:15]=[CH:14][C:13]([C:16]4([NH:20][C:21](=[O:27])[O:22][C:23]([CH3:26])([CH3:25])[CH3:24])[CH2:19][CH2:18][CH2:17]4)=[CH:12][CH:11]=3)[O:9][C:5]=2[CH:4]=1)#[N:2].[C:31]1(B(O)O)[CH:36]=[CH:35][CH:34]=[CH:33][CH:32]=1.[F-].[Cs+].C1(P(C2C=CC=CC=2)C2C=CC=CC=2)C=CC=CC=1, predict the reaction product. (3) Given the reactants [C:1]1([S:7]([N:10]2[C:18]3[C:13](=[CH:14][C:15](C=O)=[CH:16][CH:17]=3)[CH:12]=[CH:11]2)(=[O:9])=[O:8])[CH:6]=[CH:5][CH:4]=[CH:3][CH:2]=1.[CH3:21][O:22][C:23](=[O:44])[CH:24]=P(C1C=CC=CC=1)(C1C=CC=CC=1)C1C=CC=CC=1.[C:45]1(C)C=CC=CC=1, predict the reaction product. The product is: [CH3:21][O:22][C:23](=[O:44])[CH:24]=[CH:45][C:15]1[CH:14]=[C:13]2[C:18](=[CH:17][CH:16]=1)[N:10]([S:7]([C:1]1[CH:6]=[CH:5][CH:4]=[CH:3][CH:2]=1)(=[O:8])=[O:9])[CH:11]=[CH:12]2. (4) Given the reactants Br[C:2]1[CH:3]=[N:4][C:5]([N:8]2[CH2:13][CH2:12][CH:11]([N:14]3[CH2:18][CH2:17][C@H:16]([O:19][C:20]4[CH:25]=[C:24]([F:26])[C:23]([S:27]([CH3:30])(=[O:29])=[O:28])=[CH:22][C:21]=4[F:31])[C:15]3=[O:32])[CH2:10][CH2:9]2)=[N:6][CH:7]=1.[C:33]1(B(O)O)[CH:38]=[CH:37][CH:36]=[CH:35][CH:34]=1.C([O-])([O-])=O.[Na+].[Na+], predict the reaction product. The product is: [F:31][C:21]1[CH:22]=[C:23]([S:27]([CH3:30])(=[O:29])=[O:28])[C:24]([F:26])=[CH:25][C:20]=1[O:19][C@H:16]1[CH2:17][CH2:18][N:14]([CH:11]2[CH2:12][CH2:13][N:8]([C:5]3[N:4]=[CH:3][C:2]([C:33]4[CH:38]=[CH:37][CH:36]=[CH:35][CH:34]=4)=[CH:7][N:6]=3)[CH2:9][CH2:10]2)[C:15]1=[O:32]. (5) Given the reactants [C:1]([C:4]1[C:22](=[O:23])[C@@:8]2([CH3:24])[C:9]3[C:15]([OH:16])=[CH:14][C:13]([O:17][CH3:18])=[C:12]([C:19]([NH2:21])=[O:20])[C:10]=3[O:11][C:7]2=[CH:6][C:5]=1[OH:25])(=[O:3])[CH3:2].[F:26][C:27]1[C:34]([F:35])=[CH:33][CH:32]=[CH:31][C:28]=1[CH:29]=O.C([SiH](CC)CC)C.FC(F)(F)C(O)=O, predict the reaction product. The product is: [C:1]([C:4]1[C:22](=[O:23])[C@@:8]2([CH3:24])[C:9]3[C:15]([OH:16])=[CH:14][C:13]([O:17][CH3:18])=[C:12]([C:19]([NH:21][CH2:29][C:28]4[CH:31]=[CH:32][CH:33]=[C:34]([F:35])[C:27]=4[F:26])=[O:20])[C:10]=3[O:11][C:7]2=[CH:6][C:5]=1[OH:25])(=[O:3])[CH3:2].